Dataset: Full USPTO retrosynthesis dataset with 1.9M reactions from patents (1976-2016). Task: Predict the reactants needed to synthesize the given product. (1) Given the product [ClH:1].[NH2:14][C@H:12]([C:11]1[C:2](=[O:22])[NH:3][C:4]2[C:9]([CH:10]=1)=[CH:8][C:7]([Cl:21])=[CH:6][CH:5]=2)[CH3:13], predict the reactants needed to synthesize it. The reactants are: [Cl:1][C:2]1[C:11]([C@@H:12]([NH:14][S@@](C(C)(C)C)=O)[CH3:13])=[CH:10][C:9]2[C:4](=[CH:5][CH:6]=[C:7]([Cl:21])[CH:8]=2)[N:3]=1.[O:22]1CCOCC1. (2) The reactants are: [C:1]([C:3]1[CH:4]=[C:5]([C:28]2[CH:33]=[CH:32][N:31]=[C:30]([CH:34]=[CH2:35])[CH:29]=2)[C:6]([CH:25]2[CH2:27][CH2:26]2)=[N:7][C:8]=1[N:9]1[CH2:14][CH2:13][N:12](C(OC(C)(C)C)=O)[C@H:11]([CH:22]2[CH2:24][CH2:23]2)[CH2:10]1)#[N:2].CCO.Cl. Given the product [CH:25]1([C:6]2[C:5]([C:28]3[CH:33]=[CH:32][N:31]=[C:30]([CH:34]=[CH2:35])[CH:29]=3)=[CH:4][C:3]([C:1]#[N:2])=[C:8]([N:9]3[CH2:14][CH2:13][NH:12][C@H:11]([CH:22]4[CH2:24][CH2:23]4)[CH2:10]3)[N:7]=2)[CH2:26][CH2:27]1, predict the reactants needed to synthesize it. (3) Given the product [ClH:16].[NH:1]1[C:10]2[C:5](=[CH:6][C:7]([C:11]([O:13][CH3:18])=[O:12])=[CH:8][CH:9]=2)[CH2:4][CH2:3][CH2:2]1, predict the reactants needed to synthesize it. The reactants are: [NH:1]1[C:10]2[C:5](=[CH:6][C:7]([C:11]([OH:13])=[O:12])=[CH:8][CH:9]=2)[CH2:4][CH2:3][CH2:2]1.S(Cl)([Cl:16])=O.[CH3:18]O. (4) Given the product [CH3:15][CH2:7][CH2:8][CH:9]([CH3:16])[CH3:10].[OH:6][C:7]1[CH:15]=[CH:14][C:10]([C:11]([O:13][CH3:23])=[O:12])=[C:9]([C:16]2[CH:21]=[CH:20][C:19]([F:22])=[CH:18][CH:17]=2)[CH:8]=1, predict the reactants needed to synthesize it. The reactants are: S(Cl)(Cl)(=O)=O.[OH:6][C:7]1[CH:15]=[CH:14][C:10]([C:11]([OH:13])=[O:12])=[C:9]([C:16]2[CH:21]=[CH:20][C:19]([F:22])=[CH:18][CH:17]=2)[CH:8]=1.[CH3:23]O. (5) Given the product [F:14][C:12]1[CH:11]=[N:10][CH:9]=[C:8]([C:6]2[CH:7]=[C:2]([B:16]3[O:20][C:19]([CH3:22])([CH3:21])[C:18]([CH3:24])([CH3:23])[O:17]3)[CH:3]=[CH:4][C:5]=2[F:15])[CH:13]=1, predict the reactants needed to synthesize it. The reactants are: Br[C:2]1[CH:3]=[CH:4][C:5]([F:15])=[C:6]([C:8]2[CH:9]=[N:10][CH:11]=[C:12]([F:14])[CH:13]=2)[CH:7]=1.[B:16]1([B:16]2[O:20][C:19]([CH3:22])([CH3:21])[C:18]([CH3:24])([CH3:23])[O:17]2)[O:20][C:19]([CH3:22])([CH3:21])[C:18]([CH3:24])([CH3:23])[O:17]1. (6) Given the product [F:1][C:2]1[CH:7]=[CH:6][C:5]([CH3:8])=[CH:4][C:3]=1[NH:9][C:10]1[N:15]2[N:16]=[CH:17][C:18]([C:19]([NH:45][S:42]([CH:39]3[CH2:41][CH2:40]3)(=[O:44])=[O:43])=[O:20])=[C:14]2[N:13]=[CH:12][C:11]=1[C:22]([N:24]1[CH2:29][CH2:28][C:27]2([C:33]3[CH:34]=[CH:35][CH:36]=[C:37]([F:38])[C:32]=3[O:31][CH2:30]2)[CH2:26][CH2:25]1)=[O:23], predict the reactants needed to synthesize it. The reactants are: [F:1][C:2]1[CH:7]=[CH:6][C:5]([CH3:8])=[CH:4][C:3]=1[NH:9][C:10]1[N:15]2[N:16]=[CH:17][C:18]([C:19](O)=[O:20])=[C:14]2[N:13]=[CH:12][C:11]=1[C:22]([N:24]1[CH2:29][CH2:28][C:27]2([C:33]3[CH:34]=[CH:35][CH:36]=[C:37]([F:38])[C:32]=3[O:31][CH2:30]2)[CH2:26][CH2:25]1)=[O:23].[CH:39]1([S:42]([NH2:45])(=[O:44])=[O:43])[CH2:41][CH2:40]1. (7) Given the product [F:34][C:31]1[CH:30]=[CH:29][C:28]([C:27]([NH:26][C:23]([CH3:25])([C:22](=[O:36])[NH:21][C:19]2[S:20][C:16]([C:14]([N:11]3[CH2:12][CH2:13][NH:8][CH2:9][CH2:10]3)=[O:15])=[C:17]([C:37]3[CH:38]=[CH:39][CH:40]=[CH:41][CH:42]=3)[N:18]=2)[CH3:24])=[O:35])=[CH:33][CH:32]=1, predict the reactants needed to synthesize it. The reactants are: C(OC([N:8]1[CH2:13][CH2:12][N:11]([C:14]([C:16]2[S:20][C:19]([NH:21][C:22](=[O:36])[C:23]([NH:26][C:27](=[O:35])[C:28]3[CH:33]=[CH:32][C:31]([F:34])=[CH:30][CH:29]=3)([CH3:25])[CH3:24])=[N:18][C:17]=2[C:37]2[CH:42]=[CH:41][CH:40]=[CH:39][CH:38]=2)=[O:15])[CH2:10][CH2:9]1)=O)(C)(C)C.C(O)(C(F)(F)F)=O. (8) Given the product [Br:1][C:2]1[N:7]2[N:8]=[CH:9][N:10]=[C:6]2[C:5]([NH:11][C:12]2[CH:17]=[CH:16][C:15]([N:18]3[CH2:23][CH2:22][N:21]([CH:35]([CH3:37])[CH3:34])[CH2:20][C:19]3=[O:24])=[CH:14][CH:13]=2)=[N:4][CH:3]=1, predict the reactants needed to synthesize it. The reactants are: [Br:1][C:2]1[N:7]2[N:8]=[CH:9][N:10]=[C:6]2[C:5]([NH:11][C:12]2[CH:17]=[CH:16][C:15]([N:18]3[CH2:23][CH2:22][NH:21][CH2:20][C:19]3=[O:24])=[CH:14][CH:13]=2)=[N:4][CH:3]=1.C(O)(=O)C.CC([O-])=O.[Na+].[CH3:34][C:35]([CH3:37])=O.[BH3-]C#N.[Na+].Cl. (9) Given the product [F:17][C:18]1[CH:19]=[CH:20][C:21]([CH2:22][CH:23]2[CH2:24][CH2:25][N:26]([CH2:2][C:3]([NH:5][C:6]3[CH:7]=[C:8]4[C:12](=[CH:13][CH:14]=3)[NH:11][C:10](=[O:15])[CH2:9]4)=[O:4])[CH2:27][CH2:28]2)=[CH:29][CH:30]=1, predict the reactants needed to synthesize it. The reactants are: Cl[CH2:2][C:3]([NH:5][C:6]1[CH:7]=[C:8]2[C:12](=[CH:13][CH:14]=1)[NH:11][C:10](=[O:15])[CH2:9]2)=[O:4].Cl.[F:17][C:18]1[CH:30]=[CH:29][C:21]([CH2:22][CH:23]2[CH2:28][CH2:27][NH:26][CH2:25][CH2:24]2)=[CH:20][CH:19]=1.